Dataset: Full USPTO retrosynthesis dataset with 1.9M reactions from patents (1976-2016). Task: Predict the reactants needed to synthesize the given product. (1) Given the product [Cl:1][C:11]1[C:10]([OH:9])=[CH:19][C:14]([C:15]([O:17][CH3:18])=[O:16])=[CH:13][N:12]=1, predict the reactants needed to synthesize it. The reactants are: [Cl:1]N1C(=O)CCC1=O.[OH:9][C:10]1[CH:11]=[N:12][CH:13]=[C:14]([CH:19]=1)[C:15]([O:17][CH3:18])=[O:16]. (2) Given the product [NH2:1][C:2]1[C:3]([C:15]([NH2:17])=[O:16])=[CH:4][C:5]2[C:13]3[C:8](=[CH:9][CH:10]=[CH:11][CH:12]=3)[N:7]([CH:21]([CH3:23])[CH3:22])[C:6]=2[N:14]=1, predict the reactants needed to synthesize it. The reactants are: [NH2:1][C:2]1[C:3]([C:15]([NH2:17])=[O:16])=[CH:4][C:5]2[C:13]3[C:8](=[CH:9][CH:10]=[CH:11][CH:12]=3)[NH:7][C:6]=2[N:14]=1.[H-].[Na+].Br[CH:21]([CH3:23])[CH3:22]. (3) Given the product [CH2:1]([N:8]1[CH2:12][C@@H:11]([NH:13][CH2:14][C:15]2[CH:20]=[CH:19][C:18]([F:21])=[CH:17][C:16]=2[F:22])[CH2:10][C@H:9]1[C:30]([N:42]1[CH2:41][CH2:40][N:39]([C:36]2[CH:35]=[CH:34][C:33]([CH3:45])=[CH:38][CH:37]=2)[CH2:44][CH2:43]1)=[O:31])[C:2]1[CH:7]=[CH:6][CH:5]=[CH:4][CH:3]=1, predict the reactants needed to synthesize it. The reactants are: [CH2:1]([N:8]1[CH2:12][CH:11]([N:13](C(OC(C)(C)C)=O)[CH2:14][C:15]2[CH:20]=[CH:19][C:18]([F:21])=[CH:17][C:16]=2[F:22])[CH2:10][CH:9]1[C:30](O)=[O:31])[C:2]1[CH:7]=[CH:6][CH:5]=[CH:4][CH:3]=1.[C:33]1([CH3:45])[CH:38]=[CH:37][C:36]([N:39]2[CH2:44][CH2:43][NH:42][CH2:41][CH2:40]2)=[CH:35][CH:34]=1. (4) Given the product [CH2:1]([C:3]1[CH:4]=[CH:5][C:6]2[N+:10]([O-:12])=[N:13][C:14]([NH2:15])=[N:8][C:7]=2[CH:9]=1)[CH3:2], predict the reactants needed to synthesize it. The reactants are: [CH2:1]([C:3]1[CH:4]=[CH:5][C:6]([N+:10]([O-:12])=O)=[C:7]([CH:9]=1)[NH2:8])[CH3:2].[N:13]#[C:14][NH2:15].[CH]Cl.[OH-].[Na+]. (5) Given the product [CH3:28][N:27]([CH3:29])[C:26]1[CH:30]=[CH:31][CH:32]=[CH:33][C:25]=1[C:17]1[N:16]([CH2:2][C:3]2[C:12]3[C:7](=[C:8]([F:14])[C:9]([F:13])=[CH:10][CH:11]=3)[NH:6][C:5](=[O:15])[CH:4]=2)[C:20]2[CH:21]=[CH:22][CH:23]=[CH:24][C:19]=2[N:18]=1, predict the reactants needed to synthesize it. The reactants are: Br[CH2:2][C:3]1[C:12]2[C:7](=[C:8]([F:14])[C:9]([F:13])=[CH:10][CH:11]=2)[NH:6][C:5](=[O:15])[CH:4]=1.[NH:16]1[C:20]2[CH:21]=[CH:22][CH:23]=[CH:24][C:19]=2[N:18]=[C:17]1[C:25]1[CH:33]=[CH:32][CH:31]=[CH:30][C:26]=1[N:27]([CH3:29])[CH3:28]. (6) Given the product [CH3:28][C:27]1[C:38]([OH:40])=[CH:39][C:23]2[CH2:22][CH2:21][C@:20]([CH2:19][CH2:18][CH2:17][C@@H:15]([CH2:14][CH2:13][CH2:12][C@@H:11]([CH2:32][CH2:33][CH2:34][CH:35]([CH3:36])[CH3:37])[CH3:10])[CH3:16])([CH3:31])[O:25][C:24]=2[C:26]=1[CH3:1].[CH3:9][C:8]1[C:38]2[O:40][C@@:20]([CH2:19][CH2:18][CH2:17][C@@H:15]([CH2:14][CH2:13][CH2:12][C@@H:11]([CH2:32][CH2:33][CH2:34][CH:35]([CH3:36])[CH3:37])[CH3:10])[CH3:16])([CH3:31])[CH2:21][CH2:22][C:39]=2[C:3]([CH3:1])=[C:5]([OH:6])[CH:7]=1, predict the reactants needed to synthesize it. The reactants are: [C:1]1([CH:9]=[CH:8][CH:7]=[C:5]([OH:6])[C:3]=1O)O.[CH3:10][C@H:11]([CH2:32][CH2:33][CH2:34][CH:35]([CH3:37])[CH3:36])[CH2:12][CH2:13][CH2:14][C@H:15]([CH2:17][CH2:18][CH2:19][C@@:20]1([CH3:31])[O:25][C:24]2[CH:26]=[CH:27][C:28](O)=C[C:23]=2[CH2:22][CH2:21]1)[CH3:16].[CH2:38]([OH:40])[CH3:39]. (7) Given the product [CH3:30][O:29][C:23]1[CH:22]=[C:21]([NH:20][CH:2]([C:14]2[CH:19]=[CH:18][CH:17]=[CH:16][CH:15]=2)[C:3]([C:5]2[C:13]3[C:8](=[CH:9][CH:10]=[CH:11][CH:12]=3)[NH:7][CH:6]=2)=[O:4])[CH:26]=[CH:25][C:24]=1[O:27][CH3:28], predict the reactants needed to synthesize it. The reactants are: Cl[CH:2]([C:14]1[CH:19]=[CH:18][CH:17]=[CH:16][CH:15]=1)[C:3]([C:5]1[C:13]2[C:8](=[CH:9][CH:10]=[CH:11][CH:12]=2)[NH:7][CH:6]=1)=[O:4].[NH2:20][C:21]1[CH:22]=[C:23]([O:29][CH3:30])[C:24]([O:27][CH3:28])=[CH:25][CH:26]=1.C(N(CC)CC)C.